From a dataset of Full USPTO retrosynthesis dataset with 1.9M reactions from patents (1976-2016). Predict the reactants needed to synthesize the given product. (1) Given the product [Cl:13][C:10]1[CH:11]=[CH:12][C:7]2[O:6][CH2:5][CH:4]([NH2:1])[C:8]=2[C:9]=1[F:14], predict the reactants needed to synthesize it. The reactants are: [N:1]([CH:4]1[C:8]2[C:9]([F:14])=[C:10]([Cl:13])[CH:11]=[CH:12][C:7]=2[O:6][CH2:5]1)=[N+]=[N-].C1(P(N=[N+]=[N-])(C2C=CC=CC=2)=O)C=CC=CC=1.ClC1C=CC2OCC(O)C=2C=1F.C1CCN2C(=NCCC2)CC1. (2) Given the product [CH3:18][N:17]([CH3:19])[S:14]([N:4]1[CH:5]=[C:6]([C:8]2[CH:13]=[CH:12][CH:11]=[CH:10][CH:9]=2)[N:7]=[C:3]1[CH2:2][NH:1][C:21]1[CH:30]=[N:29][C:28]2[C:23](=[CH:24][CH:25]=[CH:26][CH:27]=2)[N:22]=1)(=[O:15])=[O:16], predict the reactants needed to synthesize it. The reactants are: [NH2:1][CH2:2][C:3]1[N:4]([S:14]([N:17]([CH3:19])[CH3:18])(=[O:16])=[O:15])[CH:5]=[C:6]([C:8]2[CH:13]=[CH:12][CH:11]=[CH:10][CH:9]=2)[N:7]=1.Cl[C:21]1[CH:30]=[N:29][C:28]2[C:23](=[CH:24][CH:25]=[CH:26][CH:27]=2)[N:22]=1.CCN(C(C)C)C(C)C.C([O-])([O-])=O.[K+].[K+]. (3) Given the product [CH3:25][O:24][C:7]1[CH:6]=[CH:5][C:4]2[N:3]=[C:2]([NH:26][C:27]3[CH:36]=[C:35]4[C:30]([N:31]=[CH:32][C:33](=[O:37])[NH:34]4)=[CH:29][CH:28]=3)[C:11]3=[N:12][NH:13][CH:14]=[C:10]3[C:9]=2[CH:8]=1, predict the reactants needed to synthesize it. The reactants are: Cl[C:2]1[C:11]2=[N:12][N:13](CC3C=CC(OC)=CC=3)[CH:14]=[C:10]2[C:9]2[CH:8]=[C:7]([O:24][CH3:25])[CH:6]=[CH:5][C:4]=2[N:3]=1.[NH2:26][C:27]1[CH:36]=[C:35]2[C:30]([N:31]=[CH:32][C:33](=[O:37])[NH:34]2)=[CH:29][CH:28]=1.Cl. (4) The reactants are: [Cl:1][C:2]1[CH:3]=[CH:4][C:5]([N:16]2[CH:20]=[C:19]([Si](C)(C)C)[N:18]=[N:17]2)=[C:6]([C:8]2[CH:13]=[C:12]([O:14][CH3:15])[N:11]=[CH:10][N:9]=2)[CH:7]=1.[C:25]([NH2:29])(=[O:28])C#C. Given the product [Cl:1][C:2]1[CH:3]=[CH:4][C:5]([N:16]2[CH:20]=[C:19]([C:25]([NH2:29])=[O:28])[N:18]=[N:17]2)=[C:6]([C:8]2[CH:13]=[C:12]([O:14][CH3:15])[N:11]=[CH:10][N:9]=2)[CH:7]=1, predict the reactants needed to synthesize it. (5) Given the product [CH3:13][C:11]1[CH:10]=[C:9]([C:14]2[CH:15]=[N:16][C:17]([C:20]([F:23])([F:22])[F:21])=[CH:18][CH:19]=2)[N:8]=[C:7]([N:5]2[CH:6]=[C:2]([C:28]3[CH:29]=[CH:30][C:25]([NH2:24])=[N:26][CH:27]=3)[N:3]=[CH:4]2)[N:12]=1, predict the reactants needed to synthesize it. The reactants are: I[C:2]1[N:3]=[CH:4][N:5]([C:7]2[N:12]=[C:11]([CH3:13])[CH:10]=[C:9]([C:14]3[CH:15]=[N:16][C:17]([C:20]([F:23])([F:22])[F:21])=[CH:18][CH:19]=3)[N:8]=2)[CH:6]=1.[NH2:24][C:25]1[CH:30]=[CH:29][C:28](B2OC(C)(C)C(C)(C)O2)=[CH:27][N:26]=1. (6) The reactants are: C([O:4][C@@H:5]1[C@@H:13]([CH2:14][O:15]C(=O)C)[O:12][CH:11]2[CH:7]([N:8]=[C:9]([NH:19][CH2:20][CH:21]=[CH2:22])[S:10]2)[C@H:6]1[O:23]C(=O)C)(=O)C.C([O-])([O-])=O.[K+].[K+]. Given the product [CH2:20]([NH:19][C:9]1[S:10][CH:11]2[O:12][C@H:13]([CH2:14][OH:15])[C@@H:5]([OH:4])[C@H:6]([OH:23])[CH:7]2[N:8]=1)[CH:21]=[CH2:22], predict the reactants needed to synthesize it.